This data is from Reaction yield outcomes from USPTO patents with 853,638 reactions. The task is: Predict the reaction yield, written as a fraction of the theoretical maximum amount of product (1.0 means a 100% yield; for example, 0.34 means a 34% yield). (1) The reactants are C(OC(=O)[NH:7][C:8]1[CH:13]=[CH:12][C:11]([C:14]2[O:15][C:16]([N:21]3[CH2:26][CH2:25][O:24][CH2:23][CH2:22]3)=[CH:17][C:18](=[O:20])[CH:19]=2)=[CH:10][CH:9]=1)(C)(C)C. The catalyst is FC(F)(F)C(O)=O.ClCCl. The product is [NH2:7][C:8]1[CH:13]=[CH:12][C:11]([C:14]2[O:15][C:16]([N:21]3[CH2:22][CH2:23][O:24][CH2:25][CH2:26]3)=[CH:17][C:18](=[O:20])[CH:19]=2)=[CH:10][CH:9]=1. The yield is 0.790. (2) The reactants are C([O-])(=O)C.C([O:8][CH2:9][C:10]1[C:11]([N:42]2[CH2:54][CH2:53][N:45]3[C:46]4[CH2:47][CH2:48][CH2:49][CH2:50][C:51]=4[CH:52]=[C:44]3[C:43]2=[O:55])=[N:12][CH:13]=[CH:14][C:15]=1[C:16]1[CH:21]=[C:20]([NH:22][C:23]2[CH:28]=[CH:27][C:26]([N:29]3[CH2:34][CH2:33][N:32]([CH:35]4[CH2:38][O:37][CH2:36]4)[CH2:31][C@@H:30]3[CH3:39])=[CH:25][N:24]=2)[C:19](=[O:40])[N:18]([CH3:41])[CH:17]=1)(=O)C.O[Li].O. The catalyst is CC(O)C.C1COCC1.O. The product is [OH:8][CH2:9][C:10]1[C:11]([N:42]2[CH2:54][CH2:53][N:45]3[C:46]4[CH2:47][CH2:48][CH2:49][CH2:50][C:51]=4[CH:52]=[C:44]3[C:43]2=[O:55])=[N:12][CH:13]=[CH:14][C:15]=1[C:16]1[CH:21]=[C:20]([NH:22][C:23]2[CH:28]=[CH:27][C:26]([N:29]3[CH2:34][CH2:33][N:32]([CH:35]4[CH2:38][O:37][CH2:36]4)[CH2:31][C@@H:30]3[CH3:39])=[CH:25][N:24]=2)[C:19](=[O:40])[N:18]([CH3:41])[CH:17]=1. The yield is 0.850.